This data is from Human liver microsome stability data. The task is: Regression/Classification. Given a drug SMILES string, predict its absorption, distribution, metabolism, or excretion properties. Task type varies by dataset: regression for continuous measurements (e.g., permeability, clearance, half-life) or binary classification for categorical outcomes (e.g., BBB penetration, CYP inhibition). Dataset: hlm. (1) The compound is Cn1c(=O)c(F)c(Nc2ccc(I)cc2F)c2c(=O)n(OC[C@H](O)CO)cnc21. The result is 0 (unstable in human liver microsomes). (2) The compound is CCc1nc2cc(Cl)ccn2c1C(=O)NCc1ccc(-c2ccc(C(=O)O)cc2)cc1. The result is 0 (unstable in human liver microsomes). (3) The compound is CN1CCc2c(c3ccc(-n4ccc(OCc5ccccc5)cc4=O)cc3n2C)C1. The result is 0 (unstable in human liver microsomes). (4) The molecule is CN1CCN(c2cc(-c3ccncc3)c(-c3ccc4cccc(F)c4c3)nn2)CC1. The result is 0 (unstable in human liver microsomes). (5) The drug is C[C@@]1(CCC2CC2)CN(C2CCC2)C(=O)C(C2=NS(=O)(=O)c3cc(NS(C)(=O)=O)ccc3N2)=C1O. The result is 0 (unstable in human liver microsomes). (6) The drug is CC(C)(C(=O)NCCCc1ccccc1)S(=O)(=O)c1ccc(C(F)(F)F)cc1. The result is 1 (stable in human liver microsomes). (7) The drug is COC(=O)Nc1ccc2c(c1)NC(=O)[C@H](C)CCC[C@H](NC(=O)c1cnn(-c3cccc(Cl)c3F)c1C)c1nc-2c[nH]1. The result is 0 (unstable in human liver microsomes). (8) The result is 0 (unstable in human liver microsomes). The drug is CC(C)(C)n1nc(Oc2cc(O)ccn2)c2c(N)ncnc21. (9) The drug is CCC(C)(C)CCn1nc(-c2cccs2)c(O)c(C2=NS(=O)(=O)c3cc(NS(C)(=O)=O)ccc3N2)c1=O. The result is 0 (unstable in human liver microsomes). (10) The molecule is CS(=O)(=O)Nc1ccc2c(c1)S(=O)(=O)NC(c1c(O)c(-c3cccs3)nn(CCC3CCC3)c1=O)=N2. The result is 0 (unstable in human liver microsomes).